This data is from Full USPTO retrosynthesis dataset with 1.9M reactions from patents (1976-2016). The task is: Predict the reactants needed to synthesize the given product. (1) The reactants are: [Cl:1][C:2]1[CH:7]=[CH:6][CH:5]=[C:4]([Cl:8])[C:3]=1[S:9]([N:12]([CH2:14][C:15]1[O:19][CH:18]=[C:17]([C:20](O)=[O:21])[CH:16]=1)[CH3:13])(=[O:11])=[O:10].C1N=CN(C(N2C=NC=C2)=O)C=1.[NH:35]1[CH2:39][CH2:38][N:37]=[C:36]1[C:40]1[CH:45]=[CH:44][C:43]([CH2:46][NH2:47])=[CH:42][CH:41]=1.Cl.CCN(C(C)C)C(C)C.CNCC. Given the product [Cl:1][C:2]1[CH:7]=[CH:6][CH:5]=[C:4]([Cl:8])[C:3]=1[S:9]([N:12]([CH2:14][C:15]1[O:19][CH:18]=[C:17]([C:20]([NH:47][CH2:46][C:43]2[CH:42]=[CH:41][C:40]([C:36]3[NH:37][CH2:38][CH2:39][N:35]=3)=[CH:45][CH:44]=2)=[O:21])[CH:16]=1)[CH3:13])(=[O:11])=[O:10], predict the reactants needed to synthesize it. (2) Given the product [C:25]([O:29][C:30](=[O:37])[N:31]([CH2:33][CH2:34][CH2:35][NH:36][C:8]1[CH:9]=[CH:10][C:11]2[N:12]([C:14]([C:17]3[S:21][C:20]([C:22](=[O:24])[CH3:23])=[CH:19][CH:18]=3)=[CH:15][N:16]=2)[N:13]=1)[CH3:32])([CH3:28])([CH3:26])[CH3:27], predict the reactants needed to synthesize it. The reactants are: C(=O)([O-])[O-].[Cs+].[Cs+].F[C:8]1[CH:9]=[CH:10][C:11]2[N:12]([C:14]([C:17]3[S:21][C:20]([C:22](=[O:24])[CH3:23])=[CH:19][CH:18]=3)=[CH:15][N:16]=2)[N:13]=1.[C:25]([O:29][C:30](=[O:37])[N:31]([CH2:33][CH2:34][CH2:35][NH2:36])[CH3:32])([CH3:28])([CH3:27])[CH3:26]. (3) Given the product [CH2:1]([O:3][C:4]1[CH:14]=[CH:13][C:7]([CH2:8][CH2:9][C:10]([OH:12])=[O:11])=[CH:6][CH:5]=1)[CH3:2], predict the reactants needed to synthesize it. The reactants are: [CH2:1]([O:3][C:4]1[CH:14]=[CH:13][C:7]([CH:8]=[CH:9][C:10]([OH:12])=[O:11])=[CH:6][CH:5]=1)[CH3:2]. (4) Given the product [Cl:1][C:2]1[CH:3]=[CH:4][C:5]([C:24]#[N:26])=[C:6]2[C:10]=1[N:9]=[C:8]1[N:11]([C:15]3[C:20]([CH3:21])=[CH:19][C:18]([Cl:22])=[CH:17][C:16]=3[Cl:23])[CH2:12][CH2:13][CH2:14][N:7]21, predict the reactants needed to synthesize it. The reactants are: [Cl:1][C:2]1[CH:3]=[CH:4][C:5]([C:24]([NH2:26])=O)=[C:6]2[C:10]=1[N:9]=[C:8]1[N:11]([C:15]3[C:20]([CH3:21])=[CH:19][C:18]([Cl:22])=[CH:17][C:16]=3[Cl:23])[CH2:12][CH2:13][CH2:14][N:7]21.S(Cl)(Cl)=O.C(=O)([O-])O.[Na+].